This data is from Catalyst prediction with 721,799 reactions and 888 catalyst types from USPTO. The task is: Predict which catalyst facilitates the given reaction. (1) Reactant: [CH3:1][O:2][C:3]([CH:5]1[CH2:12][CH:11]2[N:13]([CH:14]([C:16]3[CH:25]=[CH:24][C:23]4[C:18](=[CH:19][CH:20]=[C:21]([O:30][CH:31]5[CH2:36][CH2:35][CH:34]([C:37]([F:40])([F:39])[F:38])[CH2:33][CH2:32]5)[C:22]=4[C:26]([F:29])([F:28])[F:27])[CH:17]=3)[CH3:15])[CH:7]([CH2:8][CH2:9][CH2:10]2)[CH2:6]1)=[O:4].C(=O)=O. Product: [CH3:1][O:2][C:3]([CH:5]1[CH2:12][CH:11]2[N:13]([C@H:14]([C:16]3[CH:25]=[CH:24][C:23]4[C:18](=[CH:19][CH:20]=[C:21]([O:30][C@H:31]5[CH2:32][CH2:33][C@@H:34]([C:37]([F:39])([F:40])[F:38])[CH2:35][CH2:36]5)[C:22]=4[C:26]([F:27])([F:28])[F:29])[CH:17]=3)[CH3:15])[CH:7]([CH2:8][CH2:9][CH2:10]2)[CH2:6]1)=[O:4]. The catalyst class is: 5. (2) Reactant: [S:1]1[CH:5]=[CH:4][C:3]2[CH:6]=[CH:7][CH:8]=[CH:9][C:2]1=2.C(O)(=O)C.C1C(=O)N([Br:21])C(=O)C1. Product: [Br:21][C:4]1[C:3]2[CH:6]=[CH:7][CH:8]=[CH:9][C:2]=2[S:1][CH:5]=1. The catalyst class is: 22.